This data is from NCI-60 drug combinations with 297,098 pairs across 59 cell lines. The task is: Regression. Given two drug SMILES strings and cell line genomic features, predict the synergy score measuring deviation from expected non-interaction effect. (1) Drug 1: CC1=CC=C(C=C1)C2=CC(=NN2C3=CC=C(C=C3)S(=O)(=O)N)C(F)(F)F. Drug 2: CCC1(CC2CC(C3=C(CCN(C2)C1)C4=CC=CC=C4N3)(C5=C(C=C6C(=C5)C78CCN9C7C(C=CC9)(C(C(C8N6C)(C(=O)OC)O)OC(=O)C)CC)OC)C(=O)OC)O.OS(=O)(=O)O. Cell line: SF-539. Synergy scores: CSS=4.13, Synergy_ZIP=-0.253, Synergy_Bliss=-2.68, Synergy_Loewe=-43.6, Synergy_HSA=-1.52. (2) Drug 1: C1=CC(=CC=C1CCCC(=O)O)N(CCCl)CCCl. Drug 2: C1CN1P(=S)(N2CC2)N3CC3. Cell line: PC-3. Synergy scores: CSS=13.2, Synergy_ZIP=-8.49, Synergy_Bliss=-5.66, Synergy_Loewe=-2.83, Synergy_HSA=-2.16. (3) Drug 1: CC(C)(C#N)C1=CC(=CC(=C1)CN2C=NC=N2)C(C)(C)C#N. Drug 2: COC1=NC(=NC2=C1N=CN2C3C(C(C(O3)CO)O)O)N. Cell line: MOLT-4. Synergy scores: CSS=61.6, Synergy_ZIP=3.78, Synergy_Bliss=3.94, Synergy_Loewe=3.87, Synergy_HSA=4.74. (4) Drug 1: CC1=C2C(C(=O)C3(C(CC4C(C3C(C(C2(C)C)(CC1OC(=O)C(C(C5=CC=CC=C5)NC(=O)C6=CC=CC=C6)O)O)OC(=O)C7=CC=CC=C7)(CO4)OC(=O)C)O)C)OC(=O)C. Drug 2: C1CCC(C(C1)N)N.C(=O)(C(=O)[O-])[O-].[Pt+4]. Cell line: NCI-H460. Synergy scores: CSS=75.3, Synergy_ZIP=10.9, Synergy_Bliss=10.1, Synergy_Loewe=5.26, Synergy_HSA=11.8. (5) Drug 1: C1=NC2=C(N1)C(=S)N=C(N2)N. Drug 2: CCCCCOC(=O)NC1=NC(=O)N(C=C1F)C2C(C(C(O2)C)O)O. Cell line: HS 578T. Synergy scores: CSS=6.68, Synergy_ZIP=-0.504, Synergy_Bliss=-0.0231, Synergy_Loewe=-15.3, Synergy_HSA=-1.32. (6) Drug 1: C1=CC(=CC=C1CC(C(=O)O)N)N(CCCl)CCCl.Cl. Drug 2: CC12CCC3C(C1CCC2OP(=O)(O)O)CCC4=C3C=CC(=C4)OC(=O)N(CCCl)CCCl.[Na+]. Cell line: NCI-H226. Synergy scores: CSS=1.04, Synergy_ZIP=-2.61, Synergy_Bliss=-1.30, Synergy_Loewe=-6.32, Synergy_HSA=-2.76. (7) Drug 1: CC(C1=C(C=CC(=C1Cl)F)Cl)OC2=C(N=CC(=C2)C3=CN(N=C3)C4CCNCC4)N. Drug 2: CC(C)(C#N)C1=CC(=CC(=C1)CN2C=NC=N2)C(C)(C)C#N. Cell line: NCI-H322M. Synergy scores: CSS=0.585, Synergy_ZIP=0.347, Synergy_Bliss=1.52, Synergy_Loewe=-0.915, Synergy_HSA=-0.564.